From a dataset of Forward reaction prediction with 1.9M reactions from USPTO patents (1976-2016). Predict the product of the given reaction. (1) Given the reactants [Br:1][C:2]1[CH:27]=[CH:26][C:5]([CH2:6][C@@:7]23[CH2:14][C@@H:13]([OH:15])[CH2:12][N:11]2[C:10](=[O:16])[N:9]([C:17]2[CH:22]=[C:21]([Cl:23])[CH:20]=[C:19]([Cl:24])[CH:18]=2)[C:8]3=[O:25])=[CH:4][CH:3]=1.[CH3:28][CH2:29][O:30]C(/N=N/C(OCC)=O)=O.C1(P(C2C=CC=CC=2)C2C=CC=CC=2)C=CC=CC=1.C(O)(=O)C, predict the reaction product. The product is: [Br:1][C:2]1[CH:3]=[CH:4][C:5]([CH2:6][C@@:7]23[CH2:14][C@H:13]([O:15][C:29](=[O:30])[CH3:28])[CH2:12][N:11]2[C:10](=[O:16])[N:9]([C:17]2[CH:18]=[C:19]([Cl:24])[CH:20]=[C:21]([Cl:23])[CH:22]=2)[C:8]3=[O:25])=[CH:26][CH:27]=1. (2) Given the reactants [Cl:1][C:2]1[C:9]([CH3:10])=[CH:8][CH:7]=[CH:6][C:3]=1[CH:4]=O.Cl.[NH2:12]O.[OH-].[Na+].O, predict the reaction product. The product is: [C:4]([C:3]1[CH:6]=[CH:7][CH:8]=[C:9]([CH3:10])[C:2]=1[Cl:1])#[N:12]. (3) The product is: [Br:1][C:2]1[CH:3]=[C:4]([CH:9]([CH3:13])[C:10]([Cl:17])=[O:11])[CH:5]=[C:6]([Cl:8])[CH:7]=1. Given the reactants [Br:1][C:2]1[CH:3]=[C:4]([CH:9]([CH3:13])[C:10](O)=[O:11])[CH:5]=[C:6]([Cl:8])[CH:7]=1.C(Cl)(=O)C([Cl:17])=O, predict the reaction product. (4) Given the reactants [OH-].[Na+].Br[CH2:4][C:5]([O:7][C:8]([CH3:11])([CH3:10])[CH3:9])=[O:6].[Cl:12][C:13]1[CH:18]=[CH:17][CH:16]=[C:15]([CH3:19])[C:14]=1[S:20]([N:23]1[CH2:28][CH2:27][N:26]2[CH:29]=[CH:30][CH:31]=[C:25]2[CH:24]1[CH2:32][OH:33])(=[O:22])=[O:21], predict the reaction product. The product is: [Cl:12][C:13]1[CH:18]=[CH:17][CH:16]=[C:15]([CH3:19])[C:14]=1[S:20]([N:23]1[CH2:28][CH2:27][N:26]2[CH:29]=[CH:30][CH:31]=[C:25]2[CH:24]1[CH2:32][O:33][CH2:4][C:5]([O:7][C:8]([CH3:11])([CH3:10])[CH3:9])=[O:6])(=[O:22])=[O:21]. (5) Given the reactants [CH2:1]([NH:8][C:9](=[O:43])[C@@H:10]([OH:42])[CH:11]([NH:16][C:17](=[O:41])[C@@H:18]([NH:23][C:24](=[O:40])[C@@H:25]([NH:30][C:31](=[O:39])[CH2:32][N:33]1[CH2:38][CH2:37][O:36][CH2:35][CH2:34]1)[C:26]([CH3:29])([CH3:28])[CH3:27])[CH2:19][CH:20]([CH3:22])[CH3:21])[CH2:12][CH2:13][CH2:14][CH3:15])[C:2]1[CH:7]=[CH:6][CH:5]=[CH:4][CH:3]=1.CC(OI1(OC(C)=O)(OC(C)=O)OC(=O)C2C=CC=CC1=2)=O.C([O-])(O)=O.[Na+].[O-]S([O-])(=S)=O.[Na+].[Na+], predict the reaction product. The product is: [CH2:1]([NH:8][C:9](=[O:43])[C:10](=[O:42])[C@@H:11]([NH:16][C:17](=[O:41])[C@@H:18]([NH:23][C:24](=[O:40])[C@@H:25]([NH:30][C:31](=[O:39])[CH2:32][N:33]1[CH2:38][CH2:37][O:36][CH2:35][CH2:34]1)[C:26]([CH3:28])([CH3:27])[CH3:29])[CH2:19][CH:20]([CH3:21])[CH3:22])[CH2:12][CH2:13][CH2:14][CH3:15])[C:2]1[CH:3]=[CH:4][CH:5]=[CH:6][CH:7]=1. (6) Given the reactants [F:1][C:2]1[CH:3]=[C:4]([C:34]2[C:35](=[O:48])[N:36]([CH3:47])[C:37]([NH:40][C:41]3[CH:46]=[CH:45][CH:44]=[CH:43][CH:42]=3)=[N:38][CH:39]=2)[CH:5]=[CH:6][C:7]=1[O:8][C:9]1[CH:14]=[CH:13][N:12]=[C:11]2[N:15](CC3C=CC(OC)=CC=3)[N:16]=[C:17]([C:18]3[CH:23]=[CH:22][C:21]([F:24])=[CH:20][CH:19]=3)[C:10]=12, predict the reaction product. The product is: [F:1][C:2]1[CH:3]=[C:4]([C:34]2[C:35](=[O:48])[N:36]([CH3:47])[C:37]([NH:40][C:41]3[CH:46]=[CH:45][CH:44]=[CH:43][CH:42]=3)=[N:38][CH:39]=2)[CH:5]=[CH:6][C:7]=1[O:8][C:9]1[CH:14]=[CH:13][N:12]=[C:11]2[NH:15][N:16]=[C:17]([C:18]3[CH:19]=[CH:20][C:21]([F:24])=[CH:22][CH:23]=3)[C:10]=12.